This data is from Reaction yield outcomes from USPTO patents with 853,638 reactions. The task is: Predict the reaction yield, written as a fraction of the theoretical maximum amount of product (1.0 means a 100% yield; for example, 0.34 means a 34% yield). The reactants are [Br:1][C:2]1[C:3]([N:11]2[CH2:16][CH2:15][N:14](C(OC(C)(C)C)=O)[CH2:13][CH2:12]2)=[C:4]2[CH:10]=[CH:9][NH:8][C:5]2=[N:6][CH:7]=1.C(O)(C(F)(F)F)=O.C1(N)C(F)=C(F)C(F)=C(N)C=1F.Cl.Cl. The catalyst is C(Cl)Cl. The product is [Br:1][C:2]1[C:3]([N:11]2[CH2:16][CH2:15][NH:14][CH2:13][CH2:12]2)=[C:4]2[CH:10]=[CH:9][NH:8][C:5]2=[N:6][CH:7]=1. The yield is 0.949.